Dataset: Catalyst prediction with 721,799 reactions and 888 catalyst types from USPTO. Task: Predict which catalyst facilitates the given reaction. Reactant: Cl.[CH:2]1([CH:5]([NH2:10])[C:6]([F:9])([F:8])[F:7])[CH2:4][CH2:3]1.[C:11]([CH2:13][C:14](O)=[O:15])#[N:12].C(N(C(C)C)CC)(C)C.CCCP(=O)=O.C(=O)([O-])O.[Na+]. Product: [C:11]([CH2:13][C:14]([NH:10][CH:5]([CH:2]1[CH2:4][CH2:3]1)[C:6]([F:9])([F:8])[F:7])=[O:15])#[N:12]. The catalyst class is: 54.